This data is from Catalyst prediction with 721,799 reactions and 888 catalyst types from USPTO. The task is: Predict which catalyst facilitates the given reaction. (1) Reactant: C(OC([NH:8][CH2:9][CH2:10][C:11]1[CH:16]=[CH:15][C:14]([S:17]([C:20]2[CH:30]=[CH:29][C:23]([C:24]([O:26][CH2:27][CH3:28])=[O:25])=[CH:22][N:21]=2)(=[O:19])=[O:18])=[CH:13][CH:12]=1)=O)(C)(C)C.Cl. Product: [NH2:8][CH2:9][CH2:10][C:11]1[CH:12]=[CH:13][C:14]([S:17]([C:20]2[CH:30]=[CH:29][C:23]([C:24]([O:26][CH2:27][CH3:28])=[O:25])=[CH:22][N:21]=2)(=[O:19])=[O:18])=[CH:15][CH:16]=1. The catalyst class is: 13. (2) Reactant: C(O)(=O)C.[Cl:5][C:6]1[C:11]([NH2:12])=[CH:10][CH:9]=[CH:8][N:7]=1.CO[CH:15]1[CH2:19][CH2:18][CH:17](OC)O1. Product: [Cl:5][C:6]1[C:11]([N:12]2[CH:15]=[CH:19][CH:18]=[CH:17]2)=[CH:10][CH:9]=[CH:8][N:7]=1. The catalyst class is: 6. (3) Reactant: [N+:1]([C:4]1[CH:9]=[CH:8][CH:7]=[CH:6][C:5]=1[OH:10])([O-:3])=[O:2].[Cl:11][CH2:12][CH2:13]O.C1(P(C2C=CC=CC=2)C2C=CC=CC=2)C=CC=CC=1.CCOC(/N=N/C(OCC)=O)=O. Product: [Cl:11][CH2:12][CH2:13][O:10][C:5]1[CH:6]=[CH:7][CH:8]=[CH:9][C:4]=1[N+:1]([O-:3])=[O:2]. The catalyst class is: 20.